From a dataset of NCI-60 drug combinations with 297,098 pairs across 59 cell lines. Regression. Given two drug SMILES strings and cell line genomic features, predict the synergy score measuring deviation from expected non-interaction effect. (1) Drug 1: CC1CC2C3CCC4=CC(=O)C=CC4(C3(C(CC2(C1(C(=O)CO)O)C)O)F)C. Drug 2: CC1(CCCN1)C2=NC3=C(C=CC=C3N2)C(=O)N. Cell line: HT29. Synergy scores: CSS=-1.64, Synergy_ZIP=3.37, Synergy_Bliss=3.42, Synergy_Loewe=-0.339, Synergy_HSA=-0.773. (2) Drug 2: CC(C)NC(=O)C1=CC=C(C=C1)CNNC.Cl. Drug 1: CC1C(C(CC(O1)OC2CC(OC(C2O)C)OC3=CC4=CC5=C(C(=O)C(C(C5)C(C(=O)C(C(C)O)O)OC)OC6CC(C(C(O6)C)O)OC7CC(C(C(O7)C)O)OC8CC(C(C(O8)C)O)(C)O)C(=C4C(=C3C)O)O)O)O. Cell line: COLO 205. Synergy scores: CSS=34.4, Synergy_ZIP=1.47, Synergy_Bliss=1.11, Synergy_Loewe=-39.4, Synergy_HSA=0.0295. (3) Drug 1: CC12CCC3C(C1CCC2=O)CC(=C)C4=CC(=O)C=CC34C. Drug 2: C1CC(C1)(C(=O)O)C(=O)O.[NH2-].[NH2-].[Pt+2]. Cell line: SF-268. Synergy scores: CSS=67.7, Synergy_ZIP=0.973, Synergy_Bliss=1.37, Synergy_Loewe=-5.22, Synergy_HSA=3.96. (4) Synergy scores: CSS=35.0, Synergy_ZIP=36.5, Synergy_Bliss=43.2, Synergy_Loewe=-33.7, Synergy_HSA=5.31. Cell line: T-47D. Drug 2: CCC1=C2CN3C(=CC4=C(C3=O)COC(=O)C4(CC)O)C2=NC5=C1C=C(C=C5)O. Drug 1: C1=CN(C(=O)N=C1N)C2C(C(C(O2)CO)O)O.Cl. (5) Drug 2: CCC1(C2=C(COC1=O)C(=O)N3CC4=CC5=C(C=CC(=C5CN(C)C)O)N=C4C3=C2)O.Cl. Drug 1: CC12CCC(CC1=CCC3C2CCC4(C3CC=C4C5=CN=CC=C5)C)O. Synergy scores: CSS=1.26, Synergy_ZIP=0.0407, Synergy_Bliss=-0.655, Synergy_Loewe=-10.3, Synergy_HSA=-1.18. Cell line: SK-OV-3.